This data is from Forward reaction prediction with 1.9M reactions from USPTO patents (1976-2016). The task is: Predict the product of the given reaction. (1) Given the reactants [CH3:1][S:2]([NH:5][C:6]1[CH:7]=[C:8]([C:12]2[CH:13]=[C:14]3[C:18](=[C:19]([C:21]([NH2:23])=[O:22])[CH:20]=2)[NH:17][N:16]=[C:15]3[CH:24]2[CH2:29][CH2:28][NH:27][CH2:26][CH2:25]2)[CH:9]=[CH:10][CH:11]=1)(=[O:4])=[O:3].C(N(C(C)C)CC)(C)C.[CH3:39][N:40]1[CH:44]=[C:43]([S:45](Cl)(=[O:47])=[O:46])[N:42]=[C:41]1[CH3:49], predict the reaction product. The product is: [CH3:39][N:40]1[CH:44]=[C:43]([S:45]([N:27]2[CH2:28][CH2:29][CH:24]([C:15]3[C:14]4[C:18](=[C:19]([C:21]([NH2:23])=[O:22])[CH:20]=[C:12]([C:8]5[CH:9]=[CH:10][CH:11]=[C:6]([NH:5][S:2]([CH3:1])(=[O:4])=[O:3])[CH:7]=5)[CH:13]=4)[NH:17][N:16]=3)[CH2:25][CH2:26]2)(=[O:47])=[O:46])[N:42]=[C:41]1[CH3:49]. (2) Given the reactants [C:1]([O:11][CH:12]([C:14]([C:17]([O:19]C)=[O:18])([F:16])[F:15])[F:13])([C:4]([C:7]([F:10])([F:9])[F:8])([F:6])[F:5])([F:3])[F:2].[OH-].[NH4+:22], predict the reaction product. The product is: [C:1]([O:11][CH:12]([C:14]([C:17]([O-:19])=[O:18])([F:16])[F:15])[F:13])([C:4]([C:7]([F:8])([F:10])[F:9])([F:6])[F:5])([F:3])[F:2].[NH4+:22]. (3) The product is: [Br:17][CH2:14][C:12]([C:9]1[CH:8]=[N:7][C:6]([O:5][CH2:4][CH:1]2[CH2:3][CH2:2]2)=[N:11][CH:10]=1)=[O:13]. Given the reactants [CH:1]1([CH2:4][O:5][C:6]2[N:11]=[CH:10][C:9]([C:12]([O:14]CC)=[CH2:13])=[CH:8][N:7]=2)[CH2:3][CH2:2]1.[Br:17]N1C(=O)CCC1=O, predict the reaction product.